From a dataset of Full USPTO retrosynthesis dataset with 1.9M reactions from patents (1976-2016). Predict the reactants needed to synthesize the given product. (1) Given the product [CH3:1][N:2]1[C:10]2[CH2:9][CH2:8][CH2:7][CH:6]([CH2:11][CH2:12][OH:13])[C:5]=2[CH:4]=[CH:3]1, predict the reactants needed to synthesize it. The reactants are: [CH3:1][N:2]1[C:10]2[CH2:9][CH2:8][CH2:7][CH:6]([CH2:11][C:12](OCC)=[O:13])[C:5]=2[CH:4]=[CH:3]1.[OH-].[Na+]. (2) Given the product [CH:1]1[CH:6]=[CH:5][C:4]([NH:7][C:8]2[CH:13]=[CH:12][C:11]([C:30]3[CH:31]=[CH:32][C:33]4[N:21]([C:15]5[CH:20]=[CH:19][CH:18]=[CH:17][CH:16]=5)[C:22]5[C:27]([C:28]=4[CH:29]=3)=[CH:26][CH:25]=[CH:24][CH:23]=5)=[CH:10][CH:9]=2)=[CH:3][CH:2]=1, predict the reactants needed to synthesize it. The reactants are: [CH:1]1[CH:6]=[CH:5][C:4]([NH:7][C:8]2[CH:13]=[CH:12][C:11](Br)=[CH:10][CH:9]=2)=[CH:3][CH:2]=1.[C:15]1([N:21]2[C:33]3[CH:32]=[CH:31][C:30](B(O)O)=[CH:29][C:28]=3[C:27]3[C:22]2=[CH:23][CH:24]=[CH:25][CH:26]=3)[CH:20]=[CH:19][CH:18]=[CH:17][CH:16]=1.C1(C)C=CC=CC=1P(C1C=CC=CC=1C)C1C=CC=CC=1C.C(=O)([O-])[O-].[K+].[K+].C(O)C1C(Cl)=C(Cl)C(Cl)=C(Cl)C=1Cl.